The task is: Predict the reactants needed to synthesize the given product.. This data is from Full USPTO retrosynthesis dataset with 1.9M reactions from patents (1976-2016). (1) Given the product [N:35]1[CH:36]=[CH:37][CH:38]=[C:33]([C:29]2[CH:28]=[C:27]([CH:32]=[CH:31][CH:30]=2)[CH2:26][N:18]2[CH2:17][CH2:16][CH2:15][C:14]3([CH2:21][CH2:22][N:11]([C:2]4[CH:3]=[N:4][C:5]5[C:10](=[CH:9][CH:8]=[CH:7][CH:6]=5)[N:1]=4)[CH2:12][CH2:13]3)[C:19]2=[O:20])[CH:34]=1, predict the reactants needed to synthesize it. The reactants are: [N:1]1[C:10]2[C:5](=[CH:6][CH:7]=[CH:8][CH:9]=2)[N:4]=[CH:3][C:2]=1[N:11]1[CH2:22][CH2:21][C:14]2([C:19](=[O:20])[NH:18][CH2:17][CH2:16][CH2:15]2)[CH2:13][CH2:12]1.[H-].[Na+].Cl[CH2:26][C:27]1[CH:28]=[C:29]([C:33]2[CH:34]=[N:35][CH:36]=[CH:37][CH:38]=2)[CH:30]=[CH:31][CH:32]=1. (2) Given the product [ClH:35].[CH3:1][C:2]1[CH:7]=[C:6]([C:8]2[C:9](=[O:34])[NH:10][C:11](=[O:33])[N:12]([CH2:14][CH2:15][CH2:16][N:17]3[CH2:22][C@H:21]4[C@:19]([C:23]5[CH:24]=[CH:25][C:26]([C:29]([F:32])([F:31])[F:30])=[CH:27][CH:28]=5)([CH2:20]4)[CH2:18]3)[CH:13]=2)[CH:5]=[CH:4][N:3]=1, predict the reactants needed to synthesize it. The reactants are: [CH3:1][C:2]1[CH:7]=[C:6]([C:8]2[C:9](=[O:34])[NH:10][C:11](=[O:33])[N:12]([CH2:14][CH2:15][CH2:16][N:17]3[CH2:22][C@H:21]4[C@:19]([C:23]5[CH:28]=[CH:27][C:26]([C:29]([F:32])([F:31])[F:30])=[CH:25][CH:24]=5)([CH2:20]4)[CH2:18]3)[CH:13]=2)[CH:5]=[CH:4][N:3]=1.[ClH:35].O1CCOCC1. (3) Given the product [O:28]1[CH:29]=[CH:30][C:31]2[C:23]([O:22][CH2:21][C@@H:19]([OH:18])[CH2:20][N:15]3[CH2:16][CH2:17][C:12]([C:7]4[CH:6]=[CH:5][C:4]5[C:9](=[CH:10][CH:11]=[C:2]([F:1])[CH:3]=5)[CH:8]=4)=[CH:13][CH2:14]3)=[CH:24][CH:25]=[CH:26][C:27]1=2, predict the reactants needed to synthesize it. The reactants are: [F:1][C:2]1[CH:3]=[C:4]2[C:9](=[CH:10][CH:11]=1)[CH:8]=[C:7]([C:12]1[CH2:17][CH2:16][NH:15][CH2:14][CH:13]=1)[CH:6]=[CH:5]2.[O:18]1[CH2:20][C@H:19]1[CH2:21][O:22][C:23]1[C:31]2[CH:30]=[CH:29][O:28][C:27]=2[CH:26]=[CH:25][CH:24]=1. (4) Given the product [Cl:1][C:2]1[N:3]=[C:4]([N:14]2[CH2:19][CH2:18][O:17][CH2:16][CH2:15]2)[C:5]2[S:10][C:9]([CH2:11][N:12]([CH3:13])[CH2:26][C:24]3[N:23]=[CH:22][N:21]([CH3:20])[CH:25]=3)=[CH:8][C:6]=2[N:7]=1, predict the reactants needed to synthesize it. The reactants are: [Cl:1][C:2]1[N:3]=[C:4]([N:14]2[CH2:19][CH2:18][O:17][CH2:16][CH2:15]2)[C:5]2[S:10][C:9]([CH2:11][NH:12][CH3:13])=[CH:8][C:6]=2[N:7]=1.[CH3:20][N:21]1[CH:25]=[C:24]([CH:26]=O)[N:23]=[CH:22]1.